Dataset: Catalyst prediction with 721,799 reactions and 888 catalyst types from USPTO. Task: Predict which catalyst facilitates the given reaction. Reactant: [NH2:1]/[C:2](=[N:13]\[OH:14])/[C@@H:3]([NH:5][C:6](=[O:12])[O:7][C:8]([CH3:11])([CH3:10])[CH3:9])[CH3:4].C(N(CC)CC)C.[C:22](Cl)(=[O:24])[CH3:23]. Product: [C:22]([O:14]/[N:13]=[C:2](\[NH2:1])/[C@@H:3]([NH:5][C:6](=[O:12])[O:7][C:8]([CH3:10])([CH3:9])[CH3:11])[CH3:4])(=[O:24])[CH3:23]. The catalyst class is: 2.